This data is from Forward reaction prediction with 1.9M reactions from USPTO patents (1976-2016). The task is: Predict the product of the given reaction. (1) Given the reactants Br[C:2]1[CH:3]=[C:4]2[C:14](=[CH:15][CH:16]=1)[O:13][C:7]1[CH:8]=[N:9][C:10]([Cl:12])=[CH:11][C:6]=1[C:5]2=[O:17].[F:18][C:19]1[C:24](B(O)O)=[CH:23][CH:22]=[CH:21][N:20]=1.CC([O-])=O.[K+], predict the reaction product. The product is: [Cl:12][C:10]1[N:9]=[CH:8][C:7]2[O:13][C:14]3[C:4]([C:5](=[O:17])[C:6]=2[CH:11]=1)=[CH:3][C:2]([C:24]1[C:19]([F:18])=[N:20][CH:21]=[CH:22][CH:23]=1)=[CH:16][CH:15]=3. (2) Given the reactants [Br:1][C:2]1[C:7](=[O:8])[N:6]([C:9]2[CH:10]=[C:11]([CH:18]=[CH:19][C:20]=2[CH3:21])[C:12](N(OC)C)=[O:13])[C:5]([CH3:22])=[N:4][C:3]=1[O:23][CH2:24][C:25]1[CH:30]=[CH:29][CH:28]=[C:27]([CH3:31])[N:26]=1.[C:32]([Mg]Cl)#[CH:33], predict the reaction product. The product is: [Br:1][C:2]1[C:7](=[O:8])[N:6]([C:9]2[CH:10]=[C:11]([C:12](=[O:13])[C:32]#[CH:33])[CH:18]=[CH:19][C:20]=2[CH3:21])[C:5]([CH3:22])=[N:4][C:3]=1[O:23][CH2:24][C:25]1[CH:30]=[CH:29][CH:28]=[C:27]([CH3:31])[N:26]=1. (3) Given the reactants Br[C:2]1[CH:7]=[CH:6][C:5]([Br:8])=[CH:4][N:3]=1.[Li]CCCC.[F:14][C:15]([F:22])([F:21])[C:16](OCC)=[O:17], predict the reaction product. The product is: [Br:8][C:5]1[CH:6]=[CH:7][C:2]([C:16](=[O:17])[C:15]([F:22])([F:21])[F:14])=[N:3][CH:4]=1.